From a dataset of NCI-60 drug combinations with 297,098 pairs across 59 cell lines. Regression. Given two drug SMILES strings and cell line genomic features, predict the synergy score measuring deviation from expected non-interaction effect. Drug 1: CN(C)N=NC1=C(NC=N1)C(=O)N. Drug 2: CN(C)C1=NC(=NC(=N1)N(C)C)N(C)C. Cell line: SR. Synergy scores: CSS=5.52, Synergy_ZIP=-3.18, Synergy_Bliss=-3.12, Synergy_Loewe=-1.90, Synergy_HSA=-1.32.